From a dataset of Reaction yield outcomes from USPTO patents with 853,638 reactions. Predict the reaction yield, written as a fraction of the theoretical maximum amount of product (1.0 means a 100% yield; for example, 0.34 means a 34% yield). The reactants are [NH2:1][C:2]1[CH:20]=[C:19]([Cl:21])[C:5]([CH2:6][CH:7]2[CH2:11][CH2:10][N:9]([CH:12]3[CH2:17][CH2:16][CH2:15][CH2:14][CH2:13]3)[C:8]2=[O:18])=[C:4]([Cl:22])[CH:3]=1.[C:23]1([S:29](Cl)(=[O:31])=[O:30])[CH:28]=[CH:27][CH:26]=[CH:25][CH:24]=1. No catalyst specified. The product is [Cl:22][C:4]1[CH:3]=[C:2]([NH:1][S:29]([C:23]2[CH:28]=[CH:27][CH:26]=[CH:25][CH:24]=2)(=[O:31])=[O:30])[CH:20]=[C:19]([Cl:21])[C:5]=1[CH2:6][CH:7]1[CH2:11][CH2:10][N:9]([CH:12]2[CH2:13][CH2:14][CH2:15][CH2:16][CH2:17]2)[C:8]1=[O:18]. The yield is 0.650.